Dataset: Forward reaction prediction with 1.9M reactions from USPTO patents (1976-2016). Task: Predict the product of the given reaction. Given the reactants FC(F)(F)C(O)=O.[CH3:8][S:9]([NH:12][C:13]1[CH:18]=[CH:17][C:16]([C:19]2[CH:31]=[CH:30][C:22]([C:23]([O:25]C(C)(C)C)=[O:24])=[C:21]([NH:32][C:33]3[CH:38]=[CH:37][CH:36]=[CH:35][C:34]=3[CH3:39])[CH:20]=2)=[CH:15][CH:14]=1)(=[O:11])=[O:10], predict the reaction product. The product is: [CH3:8][S:9]([NH:12][C:13]1[CH:14]=[CH:15][C:16]([C:19]2[CH:31]=[CH:30][C:22]([C:23]([OH:25])=[O:24])=[C:21]([NH:32][C:33]3[CH:38]=[CH:37][CH:36]=[CH:35][C:34]=3[CH3:39])[CH:20]=2)=[CH:17][CH:18]=1)(=[O:11])=[O:10].